From a dataset of Full USPTO retrosynthesis dataset with 1.9M reactions from patents (1976-2016). Predict the reactants needed to synthesize the given product. (1) Given the product [C:35]([C:16]1[CH:17]=[CH:18][C:19]([O:29][CH3:26])=[CH:20][C:15]=1[NH:14][C:11]([C:9]1[N:10]=[C:6]([NH:5][CH:2]([CH3:3])[CH3:4])[S:7][CH:8]=1)=[O:13])(=[O:21])[CH3:36], predict the reactants needed to synthesize it. The reactants are: Br.[CH:2]([NH:5][C:6]1[S:7][CH:8]=[C:9]([C:11]([OH:13])=O)[N:10]=1)([CH3:4])[CH3:3].[NH2:14][C:15]1[CH:20]=[CH:19][CH:18]=[CH:17][CH:16]=1.[O:21]=P(Cl)(Cl)Cl.[C:26]([O-:29])(O)=O.[Na+].N1[CH:36]=[CH:35]C=CC=1. (2) Given the product [Cl:30][C:31]1[CH:32]=[C:33]([CH:38]([N:40]([CH3:45])[CH2:41][CH2:42][C:43]#[N:44])[CH3:39])[CH:34]=[CH:35][C:36]=1[Cl:37], predict the reactants needed to synthesize it. The reactants are: Cl.CNC1N=C2SC(CCC(O)=O)=NC2=CC=1.C1N=CN(C(N2C=NC=C2)=O)C=1.[Cl:30][C:31]1[CH:32]=[C:33]([CH:38]([N:40]([CH3:45])[CH2:41][CH2:42][CH2:43][NH2:44])[CH3:39])[CH:34]=[CH:35][C:36]=1[Cl:37].C(N(CC)CC)C.